Dataset: Peptide-MHC class I binding affinity with 185,985 pairs from IEDB/IMGT. Task: Regression. Given a peptide amino acid sequence and an MHC pseudo amino acid sequence, predict their binding affinity value. This is MHC class I binding data. (1) The peptide sequence is QMMNVNLQK. The MHC is HLA-A11:01 with pseudo-sequence HLA-A11:01. The binding affinity (normalized) is 0.820. (2) The peptide sequence is QFNQMMNPSH. The MHC is HLA-A31:01 with pseudo-sequence HLA-A31:01. The binding affinity (normalized) is 0.0836. (3) The peptide sequence is AENLWVTVYY. The MHC is HLA-B44:02 with pseudo-sequence HLA-B44:02. The binding affinity (normalized) is 0.628. (4) The peptide sequence is IIYYQLAGY. The MHC is HLA-A33:01 with pseudo-sequence HLA-A33:01. The binding affinity (normalized) is 0. (5) The peptide sequence is YCLERWMLV. The MHC is HLA-A02:01 with pseudo-sequence HLA-A02:01. The binding affinity (normalized) is 0.389.